This data is from Full USPTO retrosynthesis dataset with 1.9M reactions from patents (1976-2016). The task is: Predict the reactants needed to synthesize the given product. (1) Given the product [CH3:3][C:2]([CH:17]1[CH2:22][N:21]([C:31]2[CH:36]=[CH:35][C:34]([C:37]([F:40])([F:39])[F:38])=[CH:33][N:32]=2)[C:20](=[O:23])[CH2:19][O:18]1)([S:4]([C:7]1[CH:12]=[CH:11][CH:10]=[C:9]([C:13]([F:15])([F:14])[F:16])[CH:8]=1)(=[O:5])=[O:6])[CH3:1], predict the reactants needed to synthesize it. The reactants are: [CH3:1][C:2]([CH:17]1[CH2:22][NH:21][C:20](=[O:23])[CH2:19][O:18]1)([S:4]([C:7]1[CH:12]=[CH:11][CH:10]=[C:9]([C:13]([F:16])([F:15])[F:14])[CH:8]=1)(=[O:6])=[O:5])[CH3:3].C([O-])([O-])=O.[Cs+].[Cs+].Br[C:31]1[CH:36]=[CH:35][C:34]([C:37]([F:40])([F:39])[F:38])=[CH:33][N:32]=1.N1C2C(=CC=C3C=2N=CC=C3)C=CC=1. (2) Given the product [NH2:34][C:30]([C:31]1[N:3]=[N:2][N:1]([C:4]2[CH:5]=[CH:6][C:7]([CH3:28])=[C:8]([C:10]([C:12]3[CH:17]=[CH:16][C:15]([NH:18][C:19]4[CH:24]=[CH:23][C:22]([F:25])=[CH:21][C:20]=4[F:26])=[CH:14][C:13]=3[Cl:27])=[O:11])[CH:9]=2)[CH:32]=1)([CH3:33])[CH3:29], predict the reactants needed to synthesize it. The reactants are: [N:1]([C:4]1[CH:5]=[CH:6][C:7]([CH3:28])=[C:8]([C:10]([C:12]2[CH:17]=[CH:16][C:15]([NH:18][C:19]3[CH:24]=[CH:23][C:22]([F:25])=[CH:21][C:20]=3[F:26])=[CH:14][C:13]=2[Cl:27])=[O:11])[CH:9]=1)=[N+:2]=[N-:3].[CH3:29][C:30]([NH2:34])([CH3:33])[C:31]#[CH:32]. (3) Given the product [NH2:1][C:2]1[NH:3][C:4](=[O:20])[C:5]2[N:6]([CH2:22][C:23]3[CH:28]=[CH:27][CH:26]=[CH:25][CH:24]=3)[CH:7]=[N:8][C:9]=2[N:10]=1, predict the reactants needed to synthesize it. The reactants are: [NH2:1][C:2]1[NH:3][C:4](=[O:20])[C:5]2[N:6]=[CH:7][N:8]([C@H]3[C@@H](O)[C@@H](O)[C@H](CO)O3)[C:9]=2[N:10]=1.Br[CH2:22][C:23]1[CH:28]=[CH:27][CH:26]=[CH:25][CH:24]=1.Cl. (4) Given the product [C:26]([CH:21]([NH:6][CH3:5])[C:19]1[N:20]=[C:16]([NH:15][C:13]([NH:12][CH2:11][C:10]2[CH:23]=[CH:24][CH:25]=[C:8]([F:7])[CH:9]=2)=[O:14])[S:17][CH:18]=1)#[N:27], predict the reactants needed to synthesize it. The reactants are: C[Si]([C:5]#[N:6])(C)C.[F:7][C:8]1[CH:9]=[C:10]([CH:23]=[CH:24][CH:25]=1)[CH2:11][NH:12][C:13]([NH:15][C:16]1[S:17][CH:18]=[C:19]([CH:21]=O)[N:20]=1)=[O:14].[CH3:26][NH2:27]. (5) Given the product [C:21]1(=[O:22])[NH:20][C:18](=[O:19])[C:16]2=[CH:17][CH:12]=[CH:13][CH:14]=[C:15]12, predict the reactants needed to synthesize it. The reactants are: NC1C=C2C(=CC=1)N=CC=C2.[CH:12]1[CH:17]=[C:16]2[C:18]([N:20](CC=O)[C:21](=[O:22])[C:15]2=[CH:14][CH:13]=1)=[O:19].C(O[BH-](OC(=O)C)OC(=O)C)(=O)C.[Na+].C(=O)([O-])O.[Na+]. (6) Given the product [Cl:47][C:28]1[CH:27]=[C:26]([NH:25][C:22]2[C:23]3[N:15]([CH2:14][CH2:13][O:12][CH2:11][CH2:10][OH:9])[CH:16]=[CH:17][C:18]=3[N:19]=[CH:20][N:21]=2)[CH:46]=[CH:45][C:29]=1[O:30][CH2:31][CH:32]1[CH2:33][CH2:34][N:35]([C:38]([O:40][C:41]([CH3:42])([CH3:43])[CH3:44])=[O:39])[CH2:36][CH2:37]1, predict the reactants needed to synthesize it. The reactants are: C([O:9][CH2:10][CH2:11][O:12][CH2:13][CH2:14][N:15]1[C:23]2[C:22](Cl)=[N:21][CH:20]=[N:19][C:18]=2[CH:17]=[CH:16]1)(=O)C1C=CC=CC=1.[NH2:25][C:26]1[CH:46]=[CH:45][C:29]([O:30][CH2:31][CH:32]2[CH2:37][CH2:36][N:35]([C:38]([O:40][C:41]([CH3:44])([CH3:43])[CH3:42])=[O:39])[CH2:34][CH2:33]2)=[C:28]([Cl:47])[CH:27]=1. (7) Given the product [Cl:1][C:2]1[C:7]([C:8]#[N:9])=[C:6]([CH3:10])[N:5]=[C:4]([NH:23][C:21]([NH:20][C@@H:18]([C:12]2[CH:17]=[CH:16][CH:15]=[CH:14][CH:13]=2)[CH3:19])=[O:22])[CH:3]=1, predict the reactants needed to synthesize it. The reactants are: [Cl:1][C:2]1[C:7]([C:8]#[N:9])=[C:6]([CH3:10])[N:5]=[C:4](Cl)[CH:3]=1.[C:12]1([C@H:18]([NH:20][C:21]([NH2:23])=[O:22])[CH3:19])[CH:17]=[CH:16][CH:15]=[CH:14][CH:13]=1.C(=O)([O-])[O-].[Cs+].[Cs+]. (8) Given the product [CH3:58][C:59]([CH3:60])=[CH:11][SiH2:8][CH2:6][CH2:7][CH2:44][CH2:43][CH2:42][CH2:41][CH2:40][CH2:39][CH2:38][CH2:37][C:34]1[CH:35]=[N:36][C:31]([C:28]2[CH:27]=[CH:26][C:25]([C:22]3[CH:21]=[CH:20][C:19]([CH2:13][CH2:14][CH2:15][CH2:16][CH2:17][CH3:18])=[CH:24][CH:23]=3)=[CH:30][CH:29]=2)=[N:32][CH:33]=1, predict the reactants needed to synthesize it. The reactants are: [Mg].BrC(Br)C.[CH:6]([Si:8]([CH2:11]Cl)(C)C)=[CH2:7].[CH2:13]([C:19]1[CH:24]=[CH:23][C:22]([C:25]2[CH:30]=[CH:29][C:28]([C:31]3[N:36]=[CH:35][C:34]([CH2:37][CH2:38][CH2:39][CH2:40][CH2:41][CH2:42][CH2:43][CH2:44]COS(C4C=CC(C)=CC=4)(=O)=O)=[CH:33][N:32]=3)=[CH:27][CH:26]=2)=[CH:21][CH:20]=1)[CH2:14][CH2:15][CH2:16][CH2:17][CH3:18].O1C[CH2:60][CH2:59][CH2:58]1. (9) Given the product [OH:32][CH2:31][CH2:30][NH:29][C:10]1[C:11]2[C:16](=[CH:15][CH:14]=[C:13]([CH:17]3[C:22]([C:23]#[N:24])=[C:21]([CH3:25])[NH:20][C:19]([CH3:26])=[C:18]3[C:27]#[N:28])[CH:12]=2)[NH:8][N:9]=1, predict the reactants needed to synthesize it. The reactants are: C(OC([N:8]1[C:16]2[C:11](=[CH:12][C:13]([CH:17]3[C:22]([C:23]#[N:24])=[C:21]([CH3:25])[NH:20][C:19]([CH3:26])=[C:18]3[C:27]#[N:28])=[CH:14][CH:15]=2)[C:10]([NH:29][CH2:30][CH2:31][O:32][Si](C(C)(C)C)(C)C)=[N:9]1)=O)(C)(C)C.Cl. (10) Given the product [F:39][C:36]1[CH:35]=[CH:34][C:33]([CH:26]([C:23]2[CH:24]=[CH:25][C:20]([F:19])=[CH:21][CH:22]=2)[N:27]2[CH2:28][CH2:29][N:30]([CH2:17][CH2:16][CH2:15][CH:13]3[O:12][N:11]=[C:10]([C:6]4[CH:7]=[CH:8][CH:9]=[C:4]([N+:1]([O-:3])=[O:2])[CH:5]=4)[CH2:14]3)[CH2:31][CH2:32]2)=[CH:38][CH:37]=1, predict the reactants needed to synthesize it. The reactants are: [N+:1]([C:4]1[CH:5]=[C:6]([C:10]2[CH2:14][CH:13]([CH2:15][CH2:16][CH:17]=O)[O:12][N:11]=2)[CH:7]=[CH:8][CH:9]=1)([O-:3])=[O:2].[F:19][C:20]1[CH:25]=[CH:24][C:23]([CH:26]([C:33]2[CH:38]=[CH:37][C:36]([F:39])=[CH:35][CH:34]=2)[N:27]2[CH2:32][CH2:31][NH:30][CH2:29][CH2:28]2)=[CH:22][CH:21]=1.[BH-](OC(C)=O)(OC(C)=O)OC(C)=O.[Na+].